From a dataset of Cav3 T-type calcium channel HTS with 100,875 compounds. Binary Classification. Given a drug SMILES string, predict its activity (active/inactive) in a high-throughput screening assay against a specified biological target. (1) The drug is s1c(c2nn(nn2)CC(=O)N(CC(=O)NC2CCCC2)Cc2cc(OC)ccc2)ccc1. The result is 0 (inactive). (2) The drug is S(=O)(=O)(N1CCN(CC1)c1c(cccc1C)C)c1ccc(F)cc1. The result is 0 (inactive). (3) The molecule is O(C(=O)N1CCN(CC1)C(=O)Cn1c(=O)c2c(cc1)c(OC)ccc2)CC. The result is 0 (inactive). (4) The compound is O(Cc1ccc(C(C)(C)C)cc1)C(=O)CNC(=O)CNC(=O)Cc1ccccc1. The result is 0 (inactive).